From a dataset of Reaction yield outcomes from USPTO patents with 853,638 reactions. Predict the reaction yield, written as a fraction of the theoretical maximum amount of product (1.0 means a 100% yield; for example, 0.34 means a 34% yield). (1) The reactants are [F:1][C:2]([F:27])([F:26])[C:3]1[CH:21]=[C:20]([C:22]([F:25])([F:24])[F:23])[CH:19]=[CH:18][C:4]=1[CH2:5][O:6][C:7]1[CH:12]=[CH:11][C:10]([C:13](=O)[CH3:14])=[CH:9][C:8]=1[O:16][CH3:17].[S:28]1[CH2:34][C:32](=[O:33])[NH:31][C:29]1=[S:30].C1(C)C=CC=CC=1. The catalyst is CCOC(C)=O. The product is [F:1][C:2]([F:26])([F:27])[C:3]1[CH:21]=[C:20]([C:22]([F:24])([F:25])[F:23])[CH:19]=[CH:18][C:4]=1[CH2:5][O:6][C:7]1[CH:12]=[CH:11][C:10]([C:13](=[C:34]2[S:28][C:29](=[S:30])[NH:31][C:32]2=[O:33])[CH3:14])=[CH:9][C:8]=1[O:16][CH3:17]. The yield is 0.620. (2) The yield is 0.530. The product is [C:1]([CH2:4][C:5]1[CH:10]=[CH:9][C:8]([CH2:11][CH2:12][CH2:13][CH2:14][NH2:15])=[CH:7][CH:6]=1)([OH:3])=[O:2]. The reactants are [C:1]([CH2:4][C:5]1[CH:10]=[CH:9][C:8]([CH2:11][CH2:12][CH2:13][CH2:14][N:15]=[N+]=[N-])=[CH:7][CH:6]=1)([OH:3])=[O:2].C1(P(C2C=CC=CC=2)C2C=CC=CC=2)C=CC=CC=1. The catalyst is O.C1COCC1.